From a dataset of Reaction yield outcomes from USPTO patents with 853,638 reactions. Predict the reaction yield, written as a fraction of the theoretical maximum amount of product (1.0 means a 100% yield; for example, 0.34 means a 34% yield). (1) The reactants are F[C:2]1[CH:7]=[C:6]([C:8]2[S:12][C:11]([NH2:13])=[N:10][C:9]=2[C:14]2[CH:19]=[CH:18][CH:17]=[C:16]([CH3:20])[CH:15]=2)[CH:5]=[CH:4][N:3]=1.[CH2:21]([NH2:28])[C:22]1[CH:27]=[CH:26][CH:25]=[CH:24][CH:23]=1. The catalyst is C(=O)([O-])O.[Na+]. The product is [NH2:13][C:11]1[S:12][C:8]([C:6]2[CH:5]=[CH:4][N:3]=[C:2]([NH:28][CH2:21][C:22]3[CH:27]=[CH:26][CH:25]=[CH:24][CH:23]=3)[CH:7]=2)=[C:9]([C:14]2[CH:19]=[CH:18][CH:17]=[C:16]([CH3:20])[CH:15]=2)[N:10]=1. The yield is 0.410. (2) The reactants are [CH2:1]1[O:13][C:12]2[CH:11]=[C:10]3[C:5]([C:6]([NH:14][CH:15]([CH3:20])[CH2:16][N:17]([CH3:19])[CH3:18])=[CH:7][CH:8]=[N:9]3)=[CH:4][C:3]=2[O:2]1.C(Cl)(=O)[C:22](Cl)=[O:23].[I:27][C:28]1[CH:36]=[CH:35][C:34]([O:37][CH3:38])=[C:33]([O:39][CH3:40])[C:29]=1C(O)=O.[K+].[Br-]. No catalyst specified. The product is [CH2:1]1[O:13][C:12]2[CH:11]=[C:10]3[C:5]([C:6]([N:14]([CH:15]([CH3:20])[CH2:16][N:17]([CH3:19])[CH3:18])[C:22](=[O:23])[C:36]4[CH:35]=[C:34]([O:37][CH3:38])[C:33]([O:39][CH3:40])=[CH:29][C:28]=4[I:27])=[CH:7][CH:8]=[N:9]3)=[CH:4][C:3]=2[O:2]1. The yield is 0.604. (3) The product is [Br:8][C:9]1[CH:14]=[CH:13][C:12]([C:15](=[O:19])[CH2:16][CH2:17][CH3:18])=[C:11]([F:20])[CH:10]=1. The reactants are FC(F)(F)C(O)=O.[Br:8][C:9]1[CH:14]=[CH:13][C:12]([CH:15]([OH:19])[CH2:16][CH2:17][CH3:18])=[C:11]([F:20])[CH:10]=1.CC(OI1(OC(C)=O)(OC(C)=O)OC(=O)C2C=CC=CC1=2)=O. The yield is 0.750. The catalyst is ClCCl.